From a dataset of Catalyst prediction with 721,799 reactions and 888 catalyst types from USPTO. Predict which catalyst facilitates the given reaction. (1) Reactant: [OH:1][C@@H:2]1[CH2:7][CH2:6][C@H:5]([C:8]([OH:10])=O)[CH2:4][CH2:3]1.ON1C2N=CC=CC=2N=N1.[NH:21]1[CH2:26][CH2:25][O:24][CH2:23][CH2:22]1. Product: [N:21]1([C:8]([C@@H:5]2[CH2:4][CH2:3][C@H:2]([OH:1])[CH2:7][CH2:6]2)=[O:10])[CH2:26][CH2:25][O:24][CH2:23][CH2:22]1. The catalyst class is: 4. (2) Reactant: Cl.[CH:2]([O:5][C:6]1[CH:11]=[CH:10][N:9]=[C:8]([O:12][C@@H:13]2[CH2:18][CH2:17][C@@H:16]([CH3:19])[NH:15][CH2:14]2)[CH:7]=1)([CH3:4])[CH3:3].[N:20]1[CH:25]=[CH:24][CH:23]=[N:22][C:21]=1[C:26]1[CH:34]=[CH:33][CH:32]=[CH:31][C:27]=1[C:28](O)=[O:29].C(N(CC)CC)C.C(P1(=O)OP(=O)(CCC)OP(=O)(CCC)O1)CC. Product: [CH3:19][C@@H:16]1[CH2:17][CH2:18][C@@H:13]([O:12][C:8]2[CH:7]=[C:6]([O:5][CH:2]([CH3:4])[CH3:3])[CH:11]=[CH:10][N:9]=2)[CH2:14][N:15]1[C:28]([C:27]1[CH:31]=[CH:32][CH:33]=[CH:34][C:26]=1[C:21]1[N:20]=[CH:25][CH:24]=[CH:23][N:22]=1)=[O:29]. The catalyst class is: 3. (3) Product: [C:15]1([CH2:14][CH2:13][CH:12]([OH:21])[C:7]#[C:6][Si:8]([CH3:11])([CH3:10])[CH3:9])[CH:20]=[CH:19][CH:18]=[CH:17][CH:16]=1. The catalyst class is: 1. Reactant: C([Li])CCC.[C:6]([Si:8]([CH3:11])([CH3:10])[CH3:9])#[CH:7].[CH:12](=[O:21])[CH2:13][CH2:14][C:15]1[CH:20]=[CH:19][CH:18]=[CH:17][CH:16]=1. (4) Reactant: [Cl:1][C:2]1[C:13]2[CH2:12][CH:11]([CH2:14][N:15]=[N+]=[N-])[O:10][C:9]=2[C:8]2[CH2:7][CH2:6][CH2:5][C:4]=2[CH:3]=1.Cl. Product: [Cl:1][C:2]1[C:13]2[CH2:12][CH:11]([CH2:14][NH2:15])[O:10][C:9]=2[C:8]2[CH2:7][CH2:6][CH2:5][C:4]=2[CH:3]=1. The catalyst class is: 553. (5) Reactant: [CH:1](=[O:5])[CH2:2][CH2:3][CH3:4]. Product: [CH2:3]([C:2](=[CH:1][CH2:2][CH2:3][CH3:4])[CH:1]=[O:5])[CH3:4]. The catalyst class is: 6. (6) Reactant: [Cl:1][C:2]1[CH:15]=[CH:14][C:5]([CH2:6][NH:7][C:8](=[O:13])[C:9]([CH3:12])([CH3:11])[CH3:10])=[CH:4][C:3]=1[N+:16]([O-])=O. Product: [NH2:16][C:3]1[CH:4]=[C:5]([CH:14]=[CH:15][C:2]=1[Cl:1])[CH2:6][NH:7][C:8](=[O:13])[C:9]([CH3:12])([CH3:11])[CH3:10]. The catalyst class is: 814. (7) Reactant: [NH:1]1[C:9]2[C:4](=[CH:5][C:6]([NH:10][C:11]3[C:12]4[C:19]5[CH2:20][CH2:21][CH:22]([C:24](O)=[O:25])[CH2:23][C:18]=5[S:17][C:13]=4[N:14]=[CH:15][N:16]=3)=[CH:7][CH:8]=2)[CH:3]=[N:2]1.[NH2:27][C:28]1[CH:33]=[CH:32][CH:31]=[C:30]([CH3:34])[CH:29]=1.C(N(CC)C(C)C)(C)C.C(P1(=O)OP(CCC)(=O)OP(CCC)(=O)O1)CC.C(P(OP(CCC)=O)=O)CC. Product: [NH:1]1[C:9]2[C:4](=[CH:5][C:6]([NH:10][C:11]3[C:12]4[C:19]5[CH2:20][CH2:21][CH:22]([C:24]([NH:27][C:28]6[CH:33]=[CH:32][CH:31]=[C:30]([CH3:34])[CH:29]=6)=[O:25])[CH2:23][C:18]=5[S:17][C:13]=4[N:14]=[CH:15][N:16]=3)=[CH:7][CH:8]=2)[CH:3]=[N:2]1. The catalyst class is: 288. (8) Reactant: O.O.[Sn](Cl)Cl.[N+:6]([C:9]1[CH:10]=[C:11]([C:18]([F:21])([F:20])[F:19])[C:12]([CH2:15][C:16]#[N:17])=[N:13][CH:14]=1)([O-])=O. Product: [NH2:6][C:9]1[CH:10]=[C:11]([C:18]([F:21])([F:19])[F:20])[C:12]([CH2:15][C:16]#[N:17])=[N:13][CH:14]=1. The catalyst class is: 425.